From a dataset of Catalyst prediction with 721,799 reactions and 888 catalyst types from USPTO. Predict which catalyst facilitates the given reaction. (1) Reactant: [Cl:1][C:2]1[C:3]([N:8]2[C:12]([C:13]3[O:26][C:25](=[O:27])[C:24]4[C:15](=[C:16]([CH3:32])[C:17]5[C:22]([CH:23]=4)=[N:21][C:20]([C:28]([F:31])([F:30])[F:29])=[CH:19][CH:18]=5)[N:14]=3)=[CH:11][C:10]([C:33]([F:36])([F:35])[F:34])=[N:9]2)=[N:4][CH:5]=[CH:6][CH:7]=1.[CH3:37][NH2:38].CCCCCC.C(OCC)(=O)C. Product: [CH3:37][NH:38][C:25]([C:24]1[CH:23]=[C:22]2[C:17]([CH:18]=[CH:19][C:20]([C:28]([F:29])([F:30])[F:31])=[N:21]2)=[C:16]([CH3:32])[C:15]=1[NH:14][C:13]([C:12]1[N:8]([C:3]2[C:2]([Cl:1])=[CH:7][CH:6]=[CH:5][N:4]=2)[N:9]=[C:10]([C:33]([F:34])([F:36])[F:35])[CH:11]=1)=[O:26])=[O:27]. The catalyst class is: 7. (2) Reactant: [C:1]([NH:4][C:5]1[S:6][C:7]([C:11]2[N:12]=[C:13]([C:16]([NH:18][C:19]3[CH:20]=[CH:21][C:22]4[C:27](=[O:28])[O:26]C(C)(C)[O:24][C:23]=4[CH:31]=3)=[O:17])[S:14][CH:15]=2)=[C:8]([CH3:10])[N:9]=1)(=[O:3])[CH3:2].[OH-].[Na+].Cl. Product: [C:1]([NH:4][C:5]1[S:6][C:7]([C:11]2[N:12]=[C:13]([C:16]([NH:18][C:19]3[CH:20]=[CH:21][C:22]([C:27]([OH:28])=[O:26])=[C:23]([OH:24])[CH:31]=3)=[O:17])[S:14][CH:15]=2)=[C:8]([CH3:10])[N:9]=1)(=[O:3])[CH3:2]. The catalyst class is: 1. (3) Reactant: [BH4-].[Li+].C[O:4][C:5](=O)[C:6]1[CH:11]=[CH:10][C:9]([CH2:12][CH:13]([CH3:15])[CH3:14])=[C:8]([C:16]([F:19])([F:18])[F:17])[CH:7]=1.Cl. Product: [CH2:12]([C:9]1[CH:10]=[CH:11][C:6]([CH2:5][OH:4])=[CH:7][C:8]=1[C:16]([F:17])([F:18])[F:19])[CH:13]([CH3:15])[CH3:14]. The catalyst class is: 1. (4) Reactant: [C:1]([O:5][C:6](=[O:20])[CH2:7][CH2:8][C:9]1[C:14]([CH3:15])=[CH:13][C:12]([C:16](=O)[NH2:17])=[CH:11][C:10]=1[CH3:19])([CH3:4])([CH3:3])[CH3:2].C(N(CC)CC)C.FC(F)(F)C(OC(=O)C(F)(F)F)=O. Product: [C:1]([O:5][C:6](=[O:20])[CH2:7][CH2:8][C:9]1[C:10]([CH3:19])=[CH:11][C:12]([C:16]#[N:17])=[CH:13][C:14]=1[CH3:15])([CH3:4])([CH3:3])[CH3:2]. The catalyst class is: 2.